From a dataset of HIV replication inhibition screening data with 41,000+ compounds from the AIDS Antiviral Screen. Binary Classification. Given a drug SMILES string, predict its activity (active/inactive) in a high-throughput screening assay against a specified biological target. (1) The drug is COC(=O)C(Cc1ccc(N(C)C)cc1)(NC(=O)c1ccccc1)P(=O)(OC)OC. The result is 0 (inactive). (2) The compound is CSc1nnc2sc3cc(C)ccc3n12. The result is 0 (inactive). (3) The compound is Cc1nc(N)nc(N)c1CCCCc1ccccc1. The result is 0 (inactive). (4) The drug is CC(=O)[OH+][Zn-2]12[N+](=Cc3cccc[n+]31)[N-]c1ccc3ccccc3[n+]12.CC(O)=[OH+]. The result is 0 (inactive).